This data is from Forward reaction prediction with 1.9M reactions from USPTO patents (1976-2016). The task is: Predict the product of the given reaction. Given the reactants [CH:1]1([CH2:4][N:5]2[C:9]([CH3:10])=[C:8]([CH2:11][C:12]3[CH:17]=[CH:16][C:15]([O:18][CH:19]([CH3:21])[CH3:20])=[CH:14][CH:13]=3)[C:7]([O:22][C@@H:23]3[O:31][C@H:30]([CH2:32][OH:33])[C@@H:28]([OH:29])[C@H:26]([OH:27])[C@H:24]3[OH:25])=[N:6]2)[CH2:3][CH2:2]1.[C:34](Cl)(=[O:37])[CH2:35][CH3:36].O.C(O)(=O)CC(CC(O)=O)(C(O)=O)O.O, predict the reaction product. The product is: [CH:1]1([CH2:4][N:5]2[C:9]([CH3:10])=[C:8]([CH2:11][C:12]3[CH:17]=[CH:16][C:15]([O:18][CH:19]([CH3:21])[CH3:20])=[CH:14][CH:13]=3)[C:7]([O:22][C@@H:23]3[O:31][C@H:30]([CH2:32][O:33][C:34](=[O:37])[CH2:35][CH3:36])[C@@H:28]([OH:29])[C@H:26]([OH:27])[C@H:24]3[OH:25])=[N:6]2)[CH2:3][CH2:2]1.